This data is from Forward reaction prediction with 1.9M reactions from USPTO patents (1976-2016). The task is: Predict the product of the given reaction. Given the reactants [C:1]([NH:5][S:6]([C:9]1[C:10]([C:15]2[CH:20]=[CH:19][C:18](B3OC(C)(C)C(C)(C)O3)=[C:17]([F:30])[CH:16]=2)=[CH:11][CH:12]=[CH:13][CH:14]=1)(=[O:8])=[O:7])([CH3:4])([CH3:3])[CH3:2].Br[C:32]1[CH:37]=[CH:36][N:35]2[CH:38]=[N:39][N:40]=[C:34]2[CH:33]=1.C(Cl)Cl, predict the reaction product. The product is: [C:1]([NH:5][S:6]([C:9]1[C:10]([C:15]2[CH:20]=[CH:19][C:18]([C:32]3[CH:37]=[CH:36][N:35]4[CH:38]=[N:39][N:40]=[C:34]4[CH:33]=3)=[C:17]([F:30])[CH:16]=2)=[CH:11][CH:12]=[CH:13][CH:14]=1)(=[O:7])=[O:8])([CH3:4])([CH3:3])[CH3:2].